From a dataset of Catalyst prediction with 721,799 reactions and 888 catalyst types from USPTO. Predict which catalyst facilitates the given reaction. (1) Reactant: [F:1][C:2]1[CH:7]=[CH:6][C:5]([C:8]2[NH:9][C:10](=[S:20])[NH:11][C:12]=2[C:13]2[CH:18]=[CH:17][N:16]=[C:15]([F:19])[CH:14]=2)=[CH:4][CH:3]=1.Br[CH2:22][CH2:23][OH:24].[O-]CC.[Na+]. Product: [F:1][C:2]1[CH:3]=[CH:4][C:5]([C:8]2[N:9]=[C:10]([S:20][CH2:22][CH2:23][OH:24])[NH:11][C:12]=2[C:13]2[CH:18]=[CH:17][N:16]=[C:15]([F:19])[CH:14]=2)=[CH:6][CH:7]=1. The catalyst class is: 5. (2) Reactant: C[O-].[Na+].[CH2:4]([SH:11])[C:5]1[CH:10]=[CH:9][CH:8]=[CH:7][CH:6]=1.[C:12]([O:16][C:17]([N:19]1[CH2:23][CH:22]2[O:24][CH:21]2[CH2:20]1)=[O:18])([CH3:15])([CH3:14])[CH3:13]. Product: [CH2:4]([S:11][CH:22]1[CH:21]([OH:24])[CH2:20][N:19]([C:17]([O:16][C:12]([CH3:15])([CH3:14])[CH3:13])=[O:18])[CH2:23]1)[C:5]1[CH:10]=[CH:9][CH:8]=[CH:7][CH:6]=1. The catalyst class is: 5. (3) Reactant: [CH3:1][C:2]1[CH:3]=[C:4]2[CH:13]=[CH:12][N:11]([CH2:14][O:15][CH2:16][CH2:17][Si:18]([CH3:21])([CH3:20])[CH3:19])[N:5]2[C:6](=[O:10])[C:7]=1[C:8]#[N:9]. Product: [NH2:9][CH2:8][C:7]1[C:6](=[O:10])[N:5]2[N:11]([CH2:14][O:15][CH2:16][CH2:17][Si:18]([CH3:21])([CH3:20])[CH3:19])[CH:12]=[CH:13][C:4]2=[CH:3][C:2]=1[CH3:1]. The catalyst class is: 834. (4) Reactant: [CH3:1][C:2]1[N:3]=[C:4]([NH:7][C:8](=[O:10])[CH3:9])[S:5][CH:6]=1.[Br:11]Br.O. Product: [Br:11][C:6]1[S:5][C:4]([NH:7][C:8](=[O:10])[CH3:9])=[N:3][C:2]=1[CH3:1]. The catalyst class is: 15. (5) Reactant: Cl[C:2]1[C:11]2[C:6](=[CH:7][CH:8]=[C:9]([S:12]([C:15]([CH3:18])([CH3:17])[CH3:16])(=[O:14])=[O:13])[CH:10]=2)[N:5]=[CH:4][CH:3]=1.[N:19]1[C:27]2[C:22](=[N:23][CH:24]=[C:25]([NH2:28])[CH:26]=2)[S:21][CH:20]=1.CC1(C)C2C(=C(P(C3C=CC=CC=3)C3C=CC=CC=3)C=CC=2)OC2C(P(C3C=CC=CC=3)C3C=CC=CC=3)=CC=CC1=2.C(=O)([O-])[O-].[Cs+].[Cs+]. Product: [C:15]([S:12]([C:9]1[CH:10]=[C:11]2[C:6](=[CH:7][CH:8]=1)[N:5]=[CH:4][CH:3]=[C:2]2[NH:28][C:25]1[CH:26]=[C:27]2[N:19]=[CH:20][S:21][C:22]2=[N:23][CH:24]=1)(=[O:14])=[O:13])([CH3:18])([CH3:17])[CH3:16]. The catalyst class is: 110. (6) Reactant: [NH2:1][C:2]1[CH:3]=[C:4]2[C:8](=[CH:9][CH:10]=1)[C:7](=[C:11]1[C:19]3[C:14](=[CH:15][CH:16]=[C:17]([Cl:20])[CH:18]=3)[NH:13][C:12]1=[O:21])[O:6][CH2:5]2.[Br:22][CH2:23][C:24](O[C:24](=[O:25])[CH2:23][Br:22])=[O:25].C(=O)([O-])[O-].[K+].[K+].O. Product: [Br:22][CH2:23][C:24]([NH:1][C:2]1[CH:3]=[C:4]2[C:8](=[CH:9][CH:10]=1)[C:7](=[C:11]1[C:19]3[C:14](=[CH:15][CH:16]=[C:17]([Cl:20])[CH:18]=3)[NH:13][C:12]1=[O:21])[O:6][CH2:5]2)=[O:25]. The catalyst class is: 1. (7) Reactant: [O:1]=[C:2]1[CH2:7][CH2:6][N:5]([C:8]([O:10][C:11]([CH3:14])([CH3:13])[CH3:12])=[O:9])[CH2:4][CH2:3]1.B(F)(F)F.CCOCC.[N+](=[CH:26][C:27]([O:29][CH2:30][CH3:31])=[O:28])=[N-].O. Product: [O:1]=[C:2]1[CH2:7][CH2:6][N:5]([C:8]([O:10][C:11]([CH3:12])([CH3:13])[CH3:14])=[O:9])[CH2:4][CH2:3][CH:26]1[C:27]([O:29][CH2:30][CH3:31])=[O:28]. The catalyst class is: 28. (8) Reactant: [CH3:1][CH:2]([CH3:34])[C@@H:3]([N:11]1[C:20](=[O:21])[C:19]2=[CH:22][N:23](S(C3C=CC(C)=CC=3)(=O)=O)[C:17]3[C:18]2=[C:13]([CH:14]=[CH:15][N:16]=3)[CH2:12]1)[C:4]([O:6]C(C)(C)C)=[O:5].CO.[OH-].[Na+]. Product: [CH3:1][CH:2]([CH3:34])[C@@H:3]([N:11]1[C:20](=[O:21])[C:19]2=[CH:22][NH:23][C:17]3[C:18]2=[C:13]([CH:14]=[CH:15][N:16]=3)[CH2:12]1)[C:4]([OH:6])=[O:5]. The catalyst class is: 2. (9) Reactant: [CH:1]1([C:4]2[N:8]([CH2:9][C:10]3[C:15]([F:16])=[CH:14][C:13]([O:17][CH2:18][CH3:19])=[CH:12][C:11]=3[F:20])[N:7]=[C:6]([C:21]3[N:26]=[C:25]([NH2:27])[C:24]([NH2:28])=[C:23]([NH2:29])[N:22]=3)[C:5]=2[CH3:30])[CH2:3][CH2:2]1.C(N(CC)CC)C.[F:38][C:39]([F:45])([F:44])[S:40](Cl)(=[O:42])=[O:41]. Product: [NH2:29][C:23]1[C:24]([NH:28][S:40]([C:39]([F:45])([F:44])[F:38])(=[O:42])=[O:41])=[C:25]([NH2:27])[N:26]=[C:21]([C:6]2[C:5]([CH3:30])=[C:4]([CH:1]3[CH2:3][CH2:2]3)[N:8]([CH2:9][C:10]3[C:15]([F:16])=[CH:14][C:13]([O:17][CH2:18][CH3:19])=[CH:12][C:11]=3[F:20])[N:7]=2)[N:22]=1. The catalyst class is: 3. (10) Reactant: [CH3:1][NH:2][C:3]1[CH:4]=[C:5]([C:12]2[S:16][C:15]([N:17]([C:39]([O:41][C:42]([CH3:45])([CH3:44])[CH3:43])=[O:40])[CH2:18][C@@H:19]([NH:31][C:32](=[O:38])[O:33][C:34]([CH3:37])([CH3:36])[CH3:35])[CH2:20][C:21]3[CH:26]=[CH:25][C:24]([C:27]([F:30])([F:29])[F:28])=[CH:23][CH:22]=3)=[N:14][N:13]=2)[CH:6]=[CH:7][C:8]=1[N+:9]([O-])=O.O.C(O)(=O)C. Product: [CH3:1][NH:2][C:3]1[CH:4]=[C:5]([C:12]2[S:16][C:15]([N:17]([C:39]([O:41][C:42]([CH3:45])([CH3:44])[CH3:43])=[O:40])[CH2:18][C@@H:19]([NH:31][C:32](=[O:38])[O:33][C:34]([CH3:37])([CH3:36])[CH3:35])[CH2:20][C:21]3[CH:22]=[CH:23][C:24]([C:27]([F:28])([F:29])[F:30])=[CH:25][CH:26]=3)=[N:14][N:13]=2)[CH:6]=[CH:7][C:8]=1[NH2:9]. The catalyst class is: 19.